From a dataset of Catalyst prediction with 721,799 reactions and 888 catalyst types from USPTO. Predict which catalyst facilitates the given reaction. (1) Reactant: Cl.[CH3:2][O:3][C:4]([C@@H:6]1[CH2:11][CH2:10][CH2:9][CH2:8][NH:7]1)=[O:5].C(N(CC)C(C)C)(C)C.[CH:21](=O)[C:22]1[CH:27]=[CH:26][CH:25]=[CH:24][CH:23]=1.C(O[BH-](OC(=O)C)OC(=O)C)(=O)C.[Na+].C(=O)([O-])O.[Na+]. Product: [CH3:2][O:3][C:4]([C@@H:6]1[CH2:11][CH2:10][CH2:9][CH2:8][N:7]1[CH2:21][C:22]1[CH:27]=[CH:26][CH:25]=[CH:24][CH:23]=1)=[O:5]. The catalyst class is: 4. (2) Reactant: F[C:2]1[CH:7]=[C:6]([C:8]2[CH:13]=[C:12]([C:14]([F:17])([F:16])[F:15])[CH:11]=[C:10]([NH:18][CH2:19][C:20]3[CH:25]=[CH:24][CH:23]=[C:22]([F:26])[CH:21]=3)[N:9]=2)[CH:5]=[CH:4][N:3]=1.[C@H:27]1([NH2:34])[CH2:32][CH2:31][C@H:30]([NH2:33])[CH2:29][CH2:28]1. Product: [NH2:33][C@H:30]1[CH2:31][CH2:32][C@H:27]([NH:34][C:2]2[CH:7]=[C:6]([C:8]3[CH:13]=[C:12]([C:14]([F:15])([F:17])[F:16])[CH:11]=[C:10]([NH:18][CH2:19][C:20]4[CH:25]=[CH:24][CH:23]=[C:22]([F:26])[CH:21]=4)[N:9]=3)[CH:5]=[CH:4][N:3]=2)[CH2:28][CH2:29]1. The catalyst class is: 16. (3) Reactant: [C:1]1([C@@H:7]2[N:12]([S:13]([C:16]3[CH:21]=[CH:20][C:19]([CH3:22])=[CH:18][CH:17]=3)(=[O:15])=[O:14])[CH2:11][CH:10]3[C@@:8]2([C:23]([OH:25])=O)[CH2:9]3)[CH:6]=[CH:5][CH:4]=[CH:3][CH:2]=1.S(Cl)([Cl:28])=O. Product: [C:1]1([C@@H:7]2[N:12]([S:13]([C:16]3[CH:21]=[CH:20][C:19]([CH3:22])=[CH:18][CH:17]=3)(=[O:15])=[O:14])[CH2:11][CH:10]3[C@@:8]2([C:23]([Cl:28])=[O:25])[CH2:9]3)[CH:6]=[CH:5][CH:4]=[CH:3][CH:2]=1. The catalyst class is: 588. (4) Reactant: [CH:1]1([C:6]2[C:14]3[C:9](=[CH:10][CH:11]=[CH:12][CH:13]=3)[N:8]([S:15]([C:18]3[CH:26]=[CH:25][C:21]([C:22]([OH:24])=O)=[CH:20][CH:19]=3)(=[O:17])=[O:16])[CH:7]=2)[CH2:5][CH2:4][CH2:3][CH2:2]1.CN1CCOCC1.ClC1N=C(OC)N=C(OC)N=1.[NH2:45][CH:46]1[CH2:51][CH2:50][O:49][CH2:48][CH2:47]1.Cl. Product: [CH:1]1([C:6]2[C:14]3[C:9](=[CH:10][CH:11]=[CH:12][CH:13]=3)[N:8]([S:15]([C:18]3[CH:26]=[CH:25][C:21]([C:22]([NH:45][CH:46]4[CH2:51][CH2:50][O:49][CH2:48][CH2:47]4)=[O:24])=[CH:20][CH:19]=3)(=[O:17])=[O:16])[CH:7]=2)[CH2:5][CH2:4][CH2:3][CH2:2]1. The catalyst class is: 76.